From a dataset of NCI-60 drug combinations with 297,098 pairs across 59 cell lines. Regression. Given two drug SMILES strings and cell line genomic features, predict the synergy score measuring deviation from expected non-interaction effect. (1) Drug 1: CC(C1=C(C=CC(=C1Cl)F)Cl)OC2=C(N=CC(=C2)C3=CN(N=C3)C4CCNCC4)N. Drug 2: B(C(CC(C)C)NC(=O)C(CC1=CC=CC=C1)NC(=O)C2=NC=CN=C2)(O)O. Cell line: SF-295. Synergy scores: CSS=13.4, Synergy_ZIP=-5.71, Synergy_Bliss=-5.95, Synergy_Loewe=-3.76, Synergy_HSA=-3.51. (2) Drug 1: CC1=CC=C(C=C1)C2=CC(=NN2C3=CC=C(C=C3)S(=O)(=O)N)C(F)(F)F. Drug 2: CCN(CC)CCNC(=O)C1=C(NC(=C1C)C=C2C3=C(C=CC(=C3)F)NC2=O)C. Cell line: NCI-H226. Synergy scores: CSS=-3.32, Synergy_ZIP=1.69, Synergy_Bliss=-0.210, Synergy_Loewe=-5.15, Synergy_HSA=-4.31. (3) Drug 2: CS(=O)(=O)CCNCC1=CC=C(O1)C2=CC3=C(C=C2)N=CN=C3NC4=CC(=C(C=C4)OCC5=CC(=CC=C5)F)Cl. Synergy scores: CSS=11.2, Synergy_ZIP=-6.26, Synergy_Bliss=-5.30, Synergy_Loewe=-7.70, Synergy_HSA=-3.10. Cell line: 786-0. Drug 1: CCC(=C(C1=CC=CC=C1)C2=CC=C(C=C2)OCCN(C)C)C3=CC=CC=C3.C(C(=O)O)C(CC(=O)O)(C(=O)O)O. (4) Drug 1: C(CC(=O)O)C(=O)CN.Cl. Drug 2: C1CC(=O)NC(=O)C1N2C(=O)C3=CC=CC=C3C2=O. Cell line: SN12C. Synergy scores: CSS=14.9, Synergy_ZIP=-3.27, Synergy_Bliss=2.70, Synergy_Loewe=2.14, Synergy_HSA=1.65. (5) Drug 1: CC1=C(C=C(C=C1)NC2=NC=CC(=N2)N(C)C3=CC4=NN(C(=C4C=C3)C)C)S(=O)(=O)N.Cl. Drug 2: CC1=C(C(=O)C2=C(C1=O)N3CC4C(C3(C2COC(=O)N)OC)N4)N. Cell line: PC-3. Synergy scores: CSS=10.6, Synergy_ZIP=4.35, Synergy_Bliss=-10.8, Synergy_Loewe=-38.3, Synergy_HSA=-9.63. (6) Drug 1: C1CC(=O)NC(=O)C1N2C(=O)C3=CC=CC=C3C2=O. Drug 2: N.N.Cl[Pt+2]Cl. Cell line: SK-MEL-28. Synergy scores: CSS=37.3, Synergy_ZIP=-6.97, Synergy_Bliss=-4.35, Synergy_Loewe=-11.2, Synergy_HSA=-1.38. (7) Drug 1: CN1CCC(CC1)COC2=C(C=C3C(=C2)N=CN=C3NC4=C(C=C(C=C4)Br)F)OC. Drug 2: CC1C(C(CC(O1)OC2CC(CC3=C2C(=C4C(=C3O)C(=O)C5=CC=CC=C5C4=O)O)(C(=O)C)O)N)O. Cell line: A549. Synergy scores: CSS=71.1, Synergy_ZIP=3.46, Synergy_Bliss=6.06, Synergy_Loewe=-8.97, Synergy_HSA=8.96. (8) Drug 1: CC1CCC2CC(C(=CC=CC=CC(CC(C(=O)C(C(C(=CC(C(=O)CC(OC(=O)C3CCCCN3C(=O)C(=O)C1(O2)O)C(C)CC4CCC(C(C4)OC)O)C)C)O)OC)C)C)C)OC. Drug 2: CC1=C(C(=CC=C1)Cl)NC(=O)C2=CN=C(S2)NC3=CC(=NC(=N3)C)N4CCN(CC4)CCO. Cell line: NCI-H226. Synergy scores: CSS=3.42, Synergy_ZIP=-0.458, Synergy_Bliss=2.53, Synergy_Loewe=0.404, Synergy_HSA=1.68. (9) Drug 1: CCCS(=O)(=O)NC1=C(C(=C(C=C1)F)C(=O)C2=CNC3=C2C=C(C=N3)C4=CC=C(C=C4)Cl)F. Drug 2: C1CC(=O)NC(=O)C1N2CC3=C(C2=O)C=CC=C3N. Cell line: NCI-H322M. Synergy scores: CSS=-0.962, Synergy_ZIP=2.35, Synergy_Bliss=-2.52, Synergy_Loewe=-7.69, Synergy_HSA=-8.43. (10) Drug 1: CC1=C(C=C(C=C1)NC2=NC=CC(=N2)N(C)C3=CC4=NN(C(=C4C=C3)C)C)S(=O)(=O)N.Cl. Drug 2: C1C(C(OC1N2C=NC3=C(N=C(N=C32)Cl)N)CO)O. Cell line: LOX IMVI. Synergy scores: CSS=20.8, Synergy_ZIP=3.86, Synergy_Bliss=10.0, Synergy_Loewe=9.62, Synergy_HSA=13.0.